This data is from Forward reaction prediction with 1.9M reactions from USPTO patents (1976-2016). The task is: Predict the product of the given reaction. (1) Given the reactants [N+:1](C1C=C(B(O)O)C=CC=1)([O-:3])=[O:2].[C:13]1([B:19]([OH:21])[OH:20])[CH:18]=[CH:17][CH:16]=[CH:15][CH:14]=1, predict the reaction product. The product is: [N+:1]([C:16]1[CH:17]=[CH:18][C:13]([B:19]([OH:21])[OH:20])=[CH:14][CH:15]=1)([O-:3])=[O:2]. (2) Given the reactants Cl.[NH2:2][CH:3]1[CH2:8][CH2:7][N:6]([CH2:9][C@@H:10]([C:12]2[C:13]([CH3:22])=[C:14]3[C:18](=[CH:19][CH:20]=2)[C:17](=[O:21])[O:16][CH2:15]3)[OH:11])[CH2:5][CH2:4]1.[N:23]1([C:28]2[CH:36]=[CH:35][C:31]([C:32](O)=[O:33])=[CH:30][CH:29]=2)[CH:27]=[CH:26][CH:25]=[N:24]1, predict the reaction product. The product is: [OH:11][C@H:10]([C:12]1[C:13]([CH3:22])=[C:14]2[C:18](=[CH:19][CH:20]=1)[C:17](=[O:21])[O:16][CH2:15]2)[CH2:9][N:6]1[CH2:7][CH2:8][CH:3]([NH:2][C:32](=[O:33])[C:31]2[CH:30]=[CH:29][C:28]([N:23]3[CH:27]=[CH:26][CH:25]=[N:24]3)=[CH:36][CH:35]=2)[CH2:4][CH2:5]1.